Dataset: Forward reaction prediction with 1.9M reactions from USPTO patents (1976-2016). Task: Predict the product of the given reaction. Given the reactants Cl[C:2]1[C:11]2[C:6](=[CH:7][CH:8]=[CH:9][C:10]=2[Cl:12])[CH:5]=[C:4]([C@@H:13]([NH:15][C:16]2[N:24]=[CH:23][N:22]=[C:21]3[C:17]=2[N:18]=[CH:19][NH:20]3)[CH3:14])[N:3]=1.[CH3:25][N:26]1[CH2:31][CH2:30][NH:29][CH2:28][CH2:27]1, predict the reaction product. The product is: [Cl:12][C:10]1[CH:9]=[CH:8][CH:7]=[C:6]2[C:11]=1[C:2]([N:29]1[CH2:30][CH2:31][N:26]([CH3:25])[CH2:27][CH2:28]1)=[N:3][C:4]([C@@H:13]([NH:15][C:16]1[N:24]=[CH:23][N:22]=[C:21]3[C:17]=1[N:18]=[CH:19][NH:20]3)[CH3:14])=[CH:5]2.